Predict which catalyst facilitates the given reaction. From a dataset of Catalyst prediction with 721,799 reactions and 888 catalyst types from USPTO. (1) Reactant: [F:1][C:2]1[CH:7]=[CH:6][C:5]([C:8]2[N:9]=[C:10]3[N:14]([C:15]=2[C:16]2[CH:17]=[CH:18][C:19]4[N+:23]([O-])=[C:22]([C:25]5[CH:30]=[CH:29][N:28]=[CH:27][CH:26]=5)[NH:21][C:20]=4[CH:31]=2)[CH:13]=[CH:12][O:11]3)=[CH:4][CH:3]=1.O.O.[Sn](Cl)Cl.C([O-])(O)=O.[Na+].N([O-])=O.[Na+]. Product: [F:1][C:2]1[CH:7]=[CH:6][C:5]([C:8]2[N:9]=[C:10]3[N:14]([C:15]=2[C:16]2[CH:17]=[CH:18][C:19]4[N:23]=[C:22]([C:25]5[CH:30]=[CH:29][N:28]=[CH:27][CH:26]=5)[NH:21][C:20]=4[CH:31]=2)[CH:13]=[CH:12][O:11]3)=[CH:4][CH:3]=1. The catalyst class is: 315. (2) Reactant: Cl.[NH2:2][CH2:3][C:4]1[CH:11]=[CH:10][C:7]([C:8]#[N:9])=[CH:6][CH:5]=1.C(N(CC)CC)C.[Cl:19][C:20]1[CH:25]=[CH:24][C:23]([S:26](Cl)(=[O:28])=[O:27])=[CH:22][CH:21]=1. Product: [Cl:19][C:20]1[CH:25]=[CH:24][C:23]([S:26]([NH:9][CH2:8][C:7]2[CH:10]=[CH:11][C:4]([C:3]#[N:2])=[CH:5][CH:6]=2)(=[O:28])=[O:27])=[CH:22][CH:21]=1. The catalyst class is: 2. (3) Reactant: [Cl:1][C:2]1[C:11]2[C:6](=[CH:7][CH:8]=[C:9]([S:12](Cl)(=[O:14])=[O:13])[CH:10]=2)[C:5]([Cl:16])=[CH:4][N:3]=1.[C:17]([O:21][C:22](=[O:34])[CH2:23][NH:24][CH2:25][C:26]1[CH:31]=[CH:30][CH:29]=[CH:28][C:27]=1[O:32][CH3:33])([CH3:20])([CH3:19])[CH3:18].CCN(CC)CC. Product: [C:17]([O:21][C:22](=[O:34])[CH2:23][N:24]([S:12]([C:9]1[CH:10]=[C:11]2[C:6]([C:5]([Cl:16])=[CH:4][N:3]=[C:2]2[Cl:1])=[CH:7][CH:8]=1)(=[O:14])=[O:13])[CH2:25][C:26]1[CH:31]=[CH:30][CH:29]=[CH:28][C:27]=1[O:32][CH3:33])([CH3:20])([CH3:19])[CH3:18]. The catalyst class is: 2. (4) Reactant: [CH3:1][N:2]([CH3:23])[CH2:3][CH2:4][NH:5][CH:6]=[C:7]([C:13](=[O:22])[C:14]1[CH:19]=[C:18]([I:20])[CH:17]=[CH:16][C:15]=1F)[C:8]([O:10][CH2:11][CH3:12])=[O:9].C([O-])([O-])=O.[K+].[K+]. Product: [CH3:1][N:2]([CH3:23])[CH2:3][CH2:4][N:5]1[C:15]2[C:14](=[CH:19][C:18]([I:20])=[CH:17][CH:16]=2)[C:13](=[O:22])[C:7]([C:8]([O:10][CH2:11][CH3:12])=[O:9])=[CH:6]1. The catalyst class is: 3. (5) Reactant: [Cl-].[CH2:2]([O:5][C:6]1[CH:11]=[CH:10][CH:9]=[CH:8][C:7]=1[CH:12]1[O:16][N:15]=[C:14]([C:17]2[N:18]=[C:19]([CH:22]3[CH2:27][CH2:26][NH2+:25][CH2:24][CH2:23]3)[S:20][CH:21]=2)[CH2:13]1)[C:3]#[CH:4].C(N(CC)CC)C.Cl[C:36](=[O:43])[CH2:37][C:38]([O:40][CH2:41][CH3:42])=[O:39].O. Product: [O:43]=[C:36]([N:25]1[CH2:26][CH2:27][CH:22]([C:19]2[S:20][CH:21]=[C:17]([C:14]3[CH2:13][CH:12]([C:7]4[CH:8]=[CH:9][CH:10]=[CH:11][C:6]=4[O:5][CH2:2][C:3]#[CH:4])[O:16][N:15]=3)[N:18]=2)[CH2:23][CH2:24]1)[CH2:37][C:38]([O:40][CH2:41][CH3:42])=[O:39]. The catalyst class is: 4.